The task is: Predict the product of the given reaction.. This data is from Forward reaction prediction with 1.9M reactions from USPTO patents (1976-2016). Given the reactants Br[C:2]1[CH:3]=[C:4]([C:9]([OH:11])=O)[CH:5]=[N:6][C:7]=1Cl.[Cl:12][C:13]1[CH:18]=[CH:17][C:16](B(O)O)=[CH:15][CH:14]=1.[NH2:22][C@@H:23]1[CH2:28][CH2:27][CH2:26][CH2:25][C@H:24]1[OH:29], predict the reaction product. The product is: [CH:24]([O:29][C:7]1[C:2]([C:16]2[CH:17]=[CH:18][C:13]([Cl:12])=[CH:14][CH:15]=2)=[CH:3][C:4]([C:9]([NH:22][C@@H:23]2[CH2:28][CH2:27][CH2:26][CH2:25][C@H:24]2[OH:29])=[O:11])=[CH:5][N:6]=1)([CH2:23][CH3:28])[CH3:25].